Dataset: Catalyst prediction with 721,799 reactions and 888 catalyst types from USPTO. Task: Predict which catalyst facilitates the given reaction. (1) Reactant: C[O:2][C:3]1[CH:4]=[CH:5][C:6]2[C:10]([O:11][C:12]3[CH:17]=[CH:16][C:15](/[CH:18]=[CH:19]/[C:20]([O:22]C(C)(C)C)=[O:21])=[CH:14][CH:13]=3)=[C:9]([C:27]3[CH:32]=[CH:31][C:30]([O:33]C)=[CH:29][CH:28]=3)[S:8][C:7]=2[CH:35]=1.B(Br)(Br)Br. Product: [OH:2][C:3]1[CH:4]=[CH:5][C:6]2[C:10]([O:11][C:12]3[CH:17]=[CH:16][C:15](/[CH:18]=[CH:19]/[C:20]([OH:22])=[O:21])=[CH:14][CH:13]=3)=[C:9]([C:27]3[CH:28]=[CH:29][C:30]([OH:33])=[CH:31][CH:32]=3)[S:8][C:7]=2[CH:35]=1. The catalyst class is: 61. (2) Reactant: [CH3:1][CH:2]([CH2:5][OH:6])[CH2:3][OH:4].CCN(CC)CC.[CH3:14][S:15](Cl)(=[O:17])=[O:16]. Product: [CH3:14][S:15]([O:4][CH2:3][CH:2]([CH3:1])[CH2:5][O:6][S:15]([CH3:14])(=[O:17])=[O:16])(=[O:17])=[O:16]. The catalyst class is: 2.